From a dataset of NCI-60 drug combinations with 297,098 pairs across 59 cell lines. Regression. Given two drug SMILES strings and cell line genomic features, predict the synergy score measuring deviation from expected non-interaction effect. (1) Drug 1: CC1C(C(CC(O1)OC2CC(OC(C2O)C)OC3=CC4=CC5=C(C(=O)C(C(C5)C(C(=O)C(C(C)O)O)OC)OC6CC(C(C(O6)C)O)OC7CC(C(C(O7)C)O)OC8CC(C(C(O8)C)O)(C)O)C(=C4C(=C3C)O)O)O)O. Drug 2: CNC(=O)C1=NC=CC(=C1)OC2=CC=C(C=C2)NC(=O)NC3=CC(=C(C=C3)Cl)C(F)(F)F. Cell line: SF-539. Synergy scores: CSS=59.3, Synergy_ZIP=0.0676, Synergy_Bliss=-4.21, Synergy_Loewe=-52.7, Synergy_HSA=-7.57. (2) Drug 1: CN1C(=O)N2C=NC(=C2N=N1)C(=O)N. Drug 2: C1=NC2=C(N1)C(=S)N=CN2. Cell line: UO-31. Synergy scores: CSS=14.5, Synergy_ZIP=-3.72, Synergy_Bliss=-0.318, Synergy_Loewe=-16.2, Synergy_HSA=-5.26. (3) Drug 1: C1CC(C1)(C(=O)O)C(=O)O.[NH2-].[NH2-].[Pt+2]. Drug 2: C1CN1C2=NC(=NC(=N2)N3CC3)N4CC4. Cell line: HT29. Synergy scores: CSS=25.4, Synergy_ZIP=0.608, Synergy_Bliss=2.78, Synergy_Loewe=-22.2, Synergy_HSA=-0.769. (4) Drug 1: C1CCN(CC1)CCOC2=CC=C(C=C2)C(=O)C3=C(SC4=C3C=CC(=C4)O)C5=CC=C(C=C5)O. Drug 2: C1CCC(CC1)NC(=O)N(CCCl)N=O. Cell line: MALME-3M. Synergy scores: CSS=23.2, Synergy_ZIP=-6.87, Synergy_Bliss=1.50, Synergy_Loewe=-1.04, Synergy_HSA=0.764. (5) Drug 1: CN1C2=C(C=C(C=C2)N(CCCl)CCCl)N=C1CCCC(=O)O.Cl. Drug 2: CN(C(=O)NC(C=O)C(C(C(CO)O)O)O)N=O. Cell line: CAKI-1. Synergy scores: CSS=3.05, Synergy_ZIP=-2.44, Synergy_Bliss=-1.04, Synergy_Loewe=-3.36, Synergy_HSA=-2.00. (6) Cell line: M14. Drug 2: CS(=O)(=O)CCNCC1=CC=C(O1)C2=CC3=C(C=C2)N=CN=C3NC4=CC(=C(C=C4)OCC5=CC(=CC=C5)F)Cl. Drug 1: CC12CCC3C(C1CCC2=O)CC(=C)C4=CC(=O)C=CC34C. Synergy scores: CSS=28.2, Synergy_ZIP=3.47, Synergy_Bliss=4.62, Synergy_Loewe=2.13, Synergy_HSA=1.95. (7) Drug 1: CCC1(CC2CC(C3=C(CCN(C2)C1)C4=CC=CC=C4N3)(C5=C(C=C6C(=C5)C78CCN9C7C(C=CC9)(C(C(C8N6C=O)(C(=O)OC)O)OC(=O)C)CC)OC)C(=O)OC)O.OS(=O)(=O)O. Drug 2: CC(C)NC(=O)C1=CC=C(C=C1)CNNC.Cl. Cell line: MOLT-4. Synergy scores: CSS=25.9, Synergy_ZIP=3.64, Synergy_Bliss=6.77, Synergy_Loewe=-32.1, Synergy_HSA=1.65. (8) Drug 1: CS(=O)(=O)OCCCCOS(=O)(=O)C. Drug 2: C1CN(P(=O)(OC1)NCCCl)CCCl. Cell line: HL-60(TB). Synergy scores: CSS=32.0, Synergy_ZIP=3.32, Synergy_Bliss=3.72, Synergy_Loewe=-8.57, Synergy_HSA=1.12. (9) Drug 1: C1=CC(=CC=C1CCC2=CNC3=C2C(=O)NC(=N3)N)C(=O)NC(CCC(=O)O)C(=O)O. Drug 2: CC(C)(C#N)C1=CC(=CC(=C1)CN2C=NC=N2)C(C)(C)C#N. Cell line: SR. Synergy scores: CSS=34.2, Synergy_ZIP=-4.09, Synergy_Bliss=-7.49, Synergy_Loewe=-9.39, Synergy_HSA=-6.01. (10) Drug 1: C1CNP(=O)(OC1)N(CCCl)CCCl. Drug 2: CC1C(C(CC(O1)OC2CC(CC3=C2C(=C4C(=C3O)C(=O)C5=C(C4=O)C(=CC=C5)OC)O)(C(=O)CO)O)N)O.Cl. Cell line: HS 578T. Synergy scores: CSS=47.7, Synergy_ZIP=4.52, Synergy_Bliss=6.45, Synergy_Loewe=-38.8, Synergy_HSA=6.64.